From a dataset of Full USPTO retrosynthesis dataset with 1.9M reactions from patents (1976-2016). Predict the reactants needed to synthesize the given product. (1) Given the product [CH3:1][N:2]([CH3:12])[C:3]1[CH:4]=[C:5]([CH:9]=[CH:10][CH:11]=1)[C:6]([N:25]([O:26][CH3:27])[CH3:24])=[O:7], predict the reactants needed to synthesize it. The reactants are: [CH3:1][N:2]([CH3:12])[C:3]1[CH:4]=[C:5]([CH:9]=[CH:10][CH:11]=1)[C:6](O)=[O:7].CN(C)C=O.C(Cl)(=O)C(Cl)=O.[CH3:24][NH:25][O:26][CH3:27].C(N(CC)CC)C. (2) Given the product [CH3:1][C:2]1[CH:7]=[CH:6][C:5]([C:8]2[C:9](=[O:22])[N:10]([CH2:18][C:19]([Cl:26])=[O:20])[C:11]3([CH2:17][CH2:16][CH2:15][CH2:14][CH2:13]3)[N:12]=2)=[CH:4][CH:3]=1, predict the reactants needed to synthesize it. The reactants are: [CH3:1][C:2]1[CH:7]=[CH:6][C:5]([C:8]2[C:9](=[O:22])[N:10]([CH2:18][C:19](O)=[O:20])[C:11]3([CH2:17][CH2:16][CH2:15][CH2:14][CH2:13]3)[N:12]=2)=[CH:4][CH:3]=1.C(Cl)(=O)C([Cl:26])=O. (3) Given the product [C:19]([CH:13]1[CH2:12][CH2:11][C:10]2[N:9]=[C:8]3[S:7][C:6]([C:4]([NH2:23])=[O:3])=[N:18][C:17]3=[CH:16][C:15]=2[CH2:14]1)([CH3:21])([CH3:20])[CH3:22], predict the reactants needed to synthesize it. The reactants are: C([O:3][C:4]([C:6]1[S:7][C:8]2[C:17]([N:18]=1)=[CH:16][C:15]1[CH2:14][CH:13]([C:19]([CH3:22])([CH3:21])[CH3:20])[CH2:12][CH2:11][C:10]=1[N:9]=2)=O)C.[NH3:23]. (4) Given the product [CH2:42]([N:35]1[C:36](=[O:37])[C:38]2[NH:41][C:13]([C:11]3[N:10]([CH3:16])[N:9]=[C:8]([O:7][CH2:3][C:4]([OH:6])=[O:5])[CH:12]=3)=[N:40][C:39]=2[N:32]([CH2:29][CH:30]=[CH2:31])[C:33]1=[O:34])[CH:43]=[CH2:44], predict the reactants needed to synthesize it. The reactants are: C([CH:3]([O:7][C:8]1[CH:12]=[C:11]([C:13](O)=O)[N:10]([CH3:16])[N:9]=1)[C:4]([OH:6])=[O:5])C.CCN=C=NCCCN(C)C.Cl.[CH2:29]([N:32]1[C:39]([NH2:40])=[C:38]([NH2:41])[C:36](=[O:37])[N:35]([CH2:42][CH:43]=[CH2:44])[C:33]1=[O:34])[CH:30]=[CH2:31]. (5) Given the product [C:1]([O:5][C:6](=[O:7])[NH:8][CH:9]([C:11]1[CH:16]=[CH:15][CH:14]=[C:13]([N:25]2[CH2:30][CH2:29][O:28][CH2:27][CH2:26]2)[CH:12]=1)[CH3:10])([CH3:4])([CH3:3])[CH3:2], predict the reactants needed to synthesize it. The reactants are: [C:1]([O:5][C:6]([NH:8][CH:9]([C:11]1[CH:12]=[C:13](OS(C(F)(F)F)(=O)=O)[CH:14]=[CH:15][CH:16]=1)[CH3:10])=[O:7])([CH3:4])([CH3:3])[CH3:2].[NH:25]1[CH2:30][CH2:29][O:28][CH2:27][CH2:26]1.P([O-])([O-])([O-])=O.[K+].[K+].[K+]. (6) Given the product [CH:1]1[C:13]2[CH:12]([CH2:14][O:15][C:16](=[O:29])[NH:17][CH2:18][C:19](=[O:28])[NH:20][C:21]3[CH:26]=[CH:25][CH:24]=[CH:23][C:22]=3[NH:27][C:40](=[O:41])[CH2:39][CH2:38][NH2:37])[C:11]3[C:6](=[CH:7][CH:8]=[CH:9][CH:10]=3)[C:5]=2[CH:4]=[CH:3][CH:2]=1, predict the reactants needed to synthesize it. The reactants are: [CH:1]1[C:13]2[CH:12]([CH2:14][O:15][C:16](=[O:29])[NH:17][CH2:18][C:19](=[O:28])[NH:20][C:21]3[CH:26]=[CH:25][CH:24]=[CH:23][C:22]=3[NH2:27])[C:11]3[C:6](=[CH:7][CH:8]=[CH:9][CH:10]=3)[C:5]=2[CH:4]=[CH:3][CH:2]=1.C(OC([NH:37][CH2:38][CH2:39][C:40](O)=[O:41])=O)(C)(C)C.